The task is: Predict the reactants needed to synthesize the given product.. This data is from Full USPTO retrosynthesis dataset with 1.9M reactions from patents (1976-2016). (1) Given the product [CH3:40][N:38]([CH3:39])[C:33]1[CH:34]=[C:35]([NH:36][C:4]2[C:5]3[CH2:10][N:9]([C:11]([O:13][CH2:14][CH:15]4[C:16]5[CH:17]=[CH:18][CH:19]=[CH:20][C:21]=5[C:22]5[C:27]4=[CH:26][CH:25]=[CH:24][CH:23]=5)=[O:12])[CH2:8][C:6]=3[N:7]=[C:2]([Cl:1])[N:3]=2)[CH:37]=[C:31]([O:30][CH3:29])[CH:32]=1, predict the reactants needed to synthesize it. The reactants are: [Cl:1][C:2]1[N:3]=[C:4](Cl)[C:5]2[CH2:10][N:9]([C:11]([O:13][CH2:14][CH:15]3[C:27]4[CH:26]=[CH:25][CH:24]=[CH:23][C:22]=4[C:21]4[C:16]3=[CH:17][CH:18]=[CH:19][CH:20]=4)=[O:12])[CH2:8][C:6]=2[N:7]=1.[CH3:29][O:30][C:31]1[CH:32]=[C:33]([N:38]([CH3:40])[CH3:39])[CH:34]=[C:35]([CH:37]=1)[NH2:36]. (2) Given the product [CH3:17][N:16]([CH3:18])[CH2:15][CH2:14][N:6]1[C:5]2[CH:19]=[CH:20][C:2]([S:21][CH2:22][CH:23]3[CH2:28][CH2:27][N:26]([C:29]([O:31][C:32]([CH3:35])([CH3:34])[CH3:33])=[O:30])[CH2:25][CH2:24]3)=[CH:3][C:4]=2[N:8]=[C:7]1[CH2:9][C:10]([CH3:13])([CH3:12])[CH3:11], predict the reactants needed to synthesize it. The reactants are: Br[C:2]1[CH:20]=[CH:19][C:5]2[N:6]([CH2:14][CH2:15][N:16]([CH3:18])[CH3:17])[C:7]([CH2:9][C:10]([CH3:13])([CH3:12])[CH3:11])=[N:8][C:4]=2[CH:3]=1.[SH:21][CH2:22][CH:23]1[CH2:28][CH2:27][N:26]([C:29]([O:31][C:32]([CH3:35])([CH3:34])[CH3:33])=[O:30])[CH2:25][CH2:24]1.C1(P(C2C=CC=CC=2)C2C3OC4C(=CC=CC=4P(C4C=CC=CC=4)C4C=CC=CC=4)C(C)(C)C=3C=CC=2)C=CC=CC=1.C(N(CC)C(C)C)(C)C. (3) Given the product [N:3]12[CH2:11][CH2:10][CH:7]([CH2:8][CH2:9]1)[N:6]([C:27]([C:26]1[C:22]3[CH2:21][O:20][C:19]4[C:14]([O:13][CH3:12])=[CH:15][CH:16]=[CH:17][C:18]=4[C:23]=3[NH:24][N:25]=1)=[O:28])[CH2:5][CH2:4]2, predict the reactants needed to synthesize it. The reactants are: Cl.Cl.[N:3]12[CH2:11][CH2:10][CH:7]([CH2:8][CH2:9]1)[NH:6][CH2:5][CH2:4]2.[CH3:12][O:13][C:14]1[C:19]2[O:20][CH2:21][C:22]3[C:26]([C:27](O)=[O:28])=[N:25][NH:24][C:23]=3[C:18]=2[CH:17]=[CH:16][CH:15]=1. (4) Given the product [N:1]1([C:19]2[CH:20]=[CH:21][C:16]([O:15][CH2:14][C:13]([O:12][CH2:10][CH3:11])=[O:25])=[CH:17][CH:18]=2)[C:5]2[CH:6]=[CH:7][CH:8]=[CH:9][C:4]=2[N:3]=[CH:2]1, predict the reactants needed to synthesize it. The reactants are: [N:1]1[C:5]2[CH:6]=[CH:7][CH:8]=[CH:9][C:4]=2[NH:3][CH:2]=1.[CH2:10]([O:12][C:13](=[O:25])[CH2:14][O:15][C:16]1[CH:21]=[CH:20][C:19](B(O)O)=[CH:18][CH:17]=1)[CH3:11].N1C=CC=CC=1. (5) The reactants are: I[C:2]1[CH:7]=[CH:6][C:5]([I:8])=[CH:4][CH:3]=1.[CH3:9][C@@H:10]1[CH2:14][CH2:13][N:12]([C@@H:15]([CH3:18])[CH2:16][OH:17])[CH2:11]1.C(=O)([O-])[O-].[Cs+].[Cs+]. Given the product [I:8][C:5]1[CH:6]=[CH:7][C:2]([O:17][CH2:16][C@@H:15]([N:12]2[CH2:13][CH2:14][C@@H:10]([CH3:9])[CH2:11]2)[CH3:18])=[CH:3][CH:4]=1, predict the reactants needed to synthesize it. (6) The reactants are: [Cl:1][C:2]1[CH:7]=[CH:6][C:5]([CH2:8][CH2:9][C:10]([O:12]C)=[O:11])=[C:4]([C:14]([F:17])([F:16])[F:15])[CH:3]=1.[OH-].[Na+]. Given the product [Cl:1][C:2]1[CH:7]=[CH:6][C:5]([CH2:8][CH2:9][C:10]([OH:12])=[O:11])=[C:4]([C:14]([F:15])([F:16])[F:17])[CH:3]=1, predict the reactants needed to synthesize it. (7) The reactants are: [Si]([O:8]CC1C=CC(C(F)(F)F)=CN=1)(C(C)(C)C)(C)C.[Si:20]([O:27][CH2:28][C:29]1[CH:34]=[CH:33][C:32]([Cl:35])=[CH:31][N:30]=1)([C:23]([CH3:26])([CH3:25])[CH3:24])([CH3:22])[CH3:21]. Given the product [Si:20]([O:27][CH2:28][C:29]1[CH:34]=[CH:33][C:32]([Cl:35])=[CH:31][N+:30]=1[O-:8])([C:23]([CH3:26])([CH3:25])[CH3:24])([CH3:22])[CH3:21], predict the reactants needed to synthesize it.